This data is from Full USPTO retrosynthesis dataset with 1.9M reactions from patents (1976-2016). The task is: Predict the reactants needed to synthesize the given product. (1) Given the product [S:10]1[CH:11]=[CH:12][C:8]([C:6]2[N:7]=[C:2]([NH:31][C:27]3[CH:28]=[CH:29][CH:30]=[C:25]([NH2:32])[CH:26]=3)[C:3]3[NH:15][N:14]=[CH:13][C:4]=3[N:5]=2)=[CH:9]1, predict the reactants needed to synthesize it. The reactants are: Cl[C:2]1[C:3]2[C:4](=[CH:13][N:14](CC3C=CC(OC)=CC=3)[N:15]=2)[N:5]=[C:6]([C:8]2[CH:12]=[CH:11][S:10][CH:9]=2)[N:7]=1.[C:25]1([NH2:32])[CH:30]=[CH:29][CH:28]=[C:27]([NH2:31])[CH:26]=1.Cl. (2) The reactants are: [CH3:1][O:2][C:3]1[CH:4]=[C:5]([CH2:11][CH2:12][C:13]([NH2:15])=[O:14])[CH:6]=[CH:7][C:8]=1[O:9][CH3:10].[CH2:16]([SnH:20]([CH2:25][CH2:26][CH2:27][CH3:28])[CH2:21][CH2:22][CH2:23][CH3:24])[CH2:17][CH2:18][CH3:19]. Given the product [CH2:25]([Sn:20]([CH2:16][CH2:17][CH2:18][CH3:19])([CH2:21][CH2:22][CH2:23][CH3:24])/[C:12](=[CH:11]/[C:5]1[CH:6]=[CH:7][C:8]([O:9][CH3:10])=[C:3]([O:2][CH3:1])[CH:4]=1)/[C:13]([NH2:15])=[O:14])[CH2:26][CH2:27][CH3:28], predict the reactants needed to synthesize it. (3) Given the product [NH2:1][C:2]1[CH:7]=[CH:6][CH:5]=[CH:4][C:3]=1[NH:8][C:9](=[O:28])[C:10]1[CH:15]=[CH:14][C:13]([CH2:16][N:17]2[CH2:25][C:24]3[C:19](=[CH:20][CH:21]=[C:22]([C:30]4[CH:31]=[N:32][CH:33]=[N:34][CH:35]=4)[CH:23]=3)[C:18]2=[O:27])=[CH:12][CH:11]=1, predict the reactants needed to synthesize it. The reactants are: [NH2:1][C:2]1[CH:7]=[CH:6][CH:5]=[CH:4][C:3]=1[NH:8][C:9](=[O:28])[C:10]1[CH:15]=[CH:14][C:13]([CH2:16][N:17]2[CH2:25][C:24]3[C:19](=[CH:20][CH:21]=[C:22](Br)[CH:23]=3)[C:18]2=[O:27])=[CH:12][CH:11]=1.B(O)(O)[C:30]1[CH:35]=[N:34][CH:33]=[N:32][CH:31]=1. (4) Given the product [CH2:22]([O:29][CH2:30][CH2:31][CH2:32][O:1][C:2]1[CH:3]=[C:4]([CH2:8][CH2:9][CH2:10][N:11]2[C:19](=[O:20])[C:18]3[C:13](=[CH:14][CH:15]=[CH:16][CH:17]=3)[C:12]2=[O:21])[CH:5]=[CH:6][CH:7]=1)[C:23]1[CH:28]=[CH:27][CH:26]=[CH:25][CH:24]=1, predict the reactants needed to synthesize it. The reactants are: [OH:1][C:2]1[CH:3]=[C:4]([CH2:8][CH2:9][CH2:10][N:11]2[C:19](=[O:20])[C:18]3[C:13](=[CH:14][CH:15]=[CH:16][CH:17]=3)[C:12]2=[O:21])[CH:5]=[CH:6][CH:7]=1.[CH2:22]([O:29][CH2:30][CH2:31][CH2:32]OS(C)(=O)=O)[C:23]1[CH:28]=[CH:27][CH:26]=[CH:25][CH:24]=1. (5) Given the product [CH3:39][O:38][N:37]([CH3:36])[C:27]([C:24]1([C:21]2[CH:20]=[CH:19][C:18]([N:15]3[CH2:16][CH2:17][C:12]4[C:11]([C:31]([F:34])([F:33])[F:32])=[N:10][N:9]([C:6]5[CH:5]=[CH:4][C:3]([O:2][CH3:1])=[CH:8][CH:7]=5)[C:13]=4[C:14]3=[O:30])=[CH:23][CH:22]=2)[CH2:26][CH2:25]1)=[O:28], predict the reactants needed to synthesize it. The reactants are: [CH3:1][O:2][C:3]1[CH:8]=[CH:7][C:6]([N:9]2[C:13]3[C:14](=[O:30])[N:15]([C:18]4[CH:23]=[CH:22][C:21]([C:24]5([C:27](O)=[O:28])[CH2:26][CH2:25]5)=[CH:20][CH:19]=4)[CH2:16][CH2:17][C:12]=3[C:11]([C:31]([F:34])([F:33])[F:32])=[N:10]2)=[CH:5][CH:4]=1.Cl.[CH3:36][NH:37][O:38][CH3:39].CCN(C(C)C)C(C)C.Cl.CN(C)CCCN=C=NCC.